Task: Regression. Given a peptide amino acid sequence and an MHC pseudo amino acid sequence, predict their binding affinity value. This is MHC class I binding data.. Dataset: Peptide-MHC class I binding affinity with 185,985 pairs from IEDB/IMGT (1) The peptide sequence is RINDDSKSIL. The MHC is HLA-A02:01 with pseudo-sequence HLA-A02:01. The binding affinity (normalized) is 0.225. (2) The peptide sequence is KRLRLIHLLHQT. The MHC is HLA-B27:05 with pseudo-sequence HLA-B27:05. The binding affinity (normalized) is 0.812.